From a dataset of Catalyst prediction with 721,799 reactions and 888 catalyst types from USPTO. Predict which catalyst facilitates the given reaction. (1) The catalyst class is: 60. Product: [C:1]([NH:4][C:5]1[CH:13]=[CH:12][CH:11]=[CH:7][C:6]=1[C:19]([NH:21][C:22]1[CH:23]=[CH:35][C:29]([N+:26]([O-:28])=[O:27])=[CH:30][CH:31]=1)=[O:20])(=[O:3])[CH3:2]. Reactant: [C:1]([NH:4][C:5]1[CH:6]=[C:7]([CH:11]=[CH:12][CH:13]=1)C(O)=O)(=[O:3])[CH3:2].C1N=CN([C:19]([N:21]2C=N[CH:23]=[CH:22]2)=[O:20])C=1.[N+:26]([C:29]1[CH:35]=CC(N)=[CH:31][CH:30]=1)([O-:28])=[O:27].O. (2) Reactant: [CH3:1][O:2][C:3]1[CH:24]=[CH:23][C:6]([CH2:7][N:8]2[CH:12]=[C:11]3[C:13](=O)[CH:14](Br)[CH2:15][O:16][CH:17]([CH:18]([CH3:20])[CH3:19])[C:10]3=[N:9]2)=[CH:5][CH:4]=1.[CH3:25][C:26]1[CH:31]=[CH:30][N:29]=[C:28]([NH:32][C:33]([NH2:35])=[S:34])[N:27]=1. Product: [CH:18]([CH:17]1[C:10]2[C:11](=[CH:12][N:8]([CH2:7][C:6]3[CH:23]=[CH:24][C:3]([O:2][CH3:1])=[CH:4][CH:5]=3)[N:9]=2)[C:13]2[N:35]=[C:33]([NH:32][C:28]3[N:27]=[C:26]([CH3:25])[CH:31]=[CH:30][N:29]=3)[S:34][C:14]=2[CH2:15][O:16]1)([CH3:20])[CH3:19]. The catalyst class is: 14. (3) Reactant: [C:1]([NH:5][C:6]1[N:11]=[C:10]([N:12]2[C:16]3[CH:17]=[C:18]([NH2:21])[CH:19]=[CH:20][C:15]=3[N:14]=[CH:13]2)[CH:9]=[N:8][CH:7]=1)([CH3:4])([CH3:3])[CH3:2].C(N(CC)CC)C.CCN=C=NCCCN(C)C.Cl.[C:41](O)(=[O:44])[CH:42]=[CH2:43]. Product: [C:1]([NH:5][C:6]1[N:11]=[C:10]([N:12]2[C:16]3[CH:17]=[C:18]([NH:21][C:41](=[O:44])[CH:42]=[CH2:43])[CH:19]=[CH:20][C:15]=3[N:14]=[CH:13]2)[CH:9]=[N:8][CH:7]=1)([CH3:4])([CH3:2])[CH3:3]. The catalyst class is: 46. (4) Reactant: [C:1]([C:3]1[CH:8]=[CH:7][C:6]([N:9]2[C:13]([CH2:14][N:15]([CH3:26])[CH2:16][CH2:17][NH:18]C(=O)OC(C)(C)C)=[CH:12][CH:11]=[N:10]2)=[CH:5][CH:4]=1)#[N:2].[F:27][C:28]([F:33])([F:32])[C:29]([OH:31])=[O:30]. Product: [F:27][C:28]([F:33])([F:32])[C:29]([OH:31])=[O:30].[NH2:18][CH2:17][CH2:16][N:15]([CH2:14][C:13]1[N:9]([C:6]2[CH:5]=[CH:4][C:3]([C:1]#[N:2])=[CH:8][CH:7]=2)[N:10]=[CH:11][CH:12]=1)[CH3:26]. The catalyst class is: 4. (5) Product: [ClH:9].[CH3:1][C@:2]1([C:6]([O:5][CH3:4])=[O:7])[CH2:14][CH2:13][CH2:12][NH:3]1. The catalyst class is: 240. Reactant: [CH3:1][C@:2]12[CH2:14][CH2:13][CH2:12][N:3]1[CH:4](C(Cl)(Cl)[Cl:9])[O:5][C:6]2=[O:7]. (6) The catalyst class is: 3. Reactant: [C:1]([C:5]1[CH:10]=[CH:9][C:8]([S:11]([C:22](=[O:38])[NH:23][C:24]2[CH:29]=[CH:28][C:27]([O:30][CH2:31][CH:32]3[CH2:37][CH2:36][CH2:35][CH2:34][CH2:33]3)=[CH:26][CH:25]=2)([CH3:21])[C:12]2[CH:20]=[CH:19][C:15]([C:16]([OH:18])=O)=[CH:14][CH:13]=2)=[CH:7][CH:6]=1)([CH3:4])([CH3:3])[CH3:2].C1C=CC2N(O)N=NC=2C=1.CCN=C=NCCCN(C)C.[NH2:60][CH2:61][CH2:62][S:63]([OH:66])(=[O:65])=[O:64].C(N(C(C)C)CC)(C)C. Product: [C:1]([C:5]1[CH:10]=[CH:9][C:8]([S:11]([C:22](=[O:38])[NH:23][C:24]2[CH:29]=[CH:28][C:27]([O:30][CH2:31][CH:32]3[CH2:33][CH2:34][CH2:35][CH2:36][CH2:37]3)=[CH:26][CH:25]=2)([CH3:21])[C:12]2[CH:13]=[CH:14][C:15]([C:16]([NH:60][CH2:61][CH2:62][S:63]([OH:66])(=[O:65])=[O:64])=[O:18])=[CH:19][CH:20]=2)=[CH:7][CH:6]=1)([CH3:2])([CH3:4])[CH3:3]. (7) Reactant: [CH3:1][O:2][C:3](=[O:27])[CH2:4][N:5]([CH3:26])[C:6]([C:8]1[N:12]([CH2:13][C:14]2[CH:19]=[CH:18][C:17]([O:20][CH3:21])=[CH:16][CH:15]=2)[N:11]=[CH:10][C:9]=1[C:22](OC)=[O:23])=[O:7].[H-].[Na+].[NH4+].[Cl-].O. Product: [OH:23][C:22]1[C:9]2[CH:10]=[N:11][N:12]([CH2:13][C:14]3[CH:19]=[CH:18][C:17]([O:20][CH3:21])=[CH:16][CH:15]=3)[C:8]=2[C:6](=[O:7])[N:5]([CH3:26])[C:4]=1[C:3]([O:2][CH3:1])=[O:27]. The catalyst class is: 3.